Dataset: Peptide-MHC class I binding affinity with 185,985 pairs from IEDB/IMGT. Task: Regression. Given a peptide amino acid sequence and an MHC pseudo amino acid sequence, predict their binding affinity value. This is MHC class I binding data. (1) The peptide sequence is YNYSLSAAV. The MHC is H-2-Kb with pseudo-sequence H-2-Kb. The binding affinity (normalized) is 0.491. (2) The peptide sequence is STQQNKLVI. The MHC is HLA-A02:03 with pseudo-sequence HLA-A02:03. The binding affinity (normalized) is 0.0370.